Task: Predict which catalyst facilitates the given reaction.. Dataset: Catalyst prediction with 721,799 reactions and 888 catalyst types from USPTO (1) Reactant: [CH3:1][C:2]1[NH:3][C:4]2[C:9]([CH:10]=1)=[C:8]([O:11][CH2:12][CH:13]1[CH2:15][O:14]1)[CH:7]=[CH:6][C:5]=2[CH3:16].[CH:17]1[C:26]2[C:21](=[CH:22][CH:23]=[CH:24][CH:25]=2)[CH:20]=[CH:19][C:18]=1[N:27]1[CH2:34][C@H:33]2[NH:35][CH2:36][C@@H:28]1[CH2:29][CH:30]=[CH:31][CH2:32]2.CCN(C(C)C)C(C)C. Product: [CH3:1][C:2]1[NH:3][C:4]2[C:9]([CH:10]=1)=[C:8]([O:11][CH2:12][CH:13]([OH:14])[CH2:15][N:35]1[CH2:36][CH:28]3[N:27]([C:18]4[CH:19]=[CH:20][C:21]5[C:26](=[CH:25][CH:24]=[CH:23][CH:22]=5)[CH:17]=4)[CH2:34][CH:33]1[CH2:32][CH:31]=[CH:30][CH2:29]3)[CH:7]=[CH:6][C:5]=2[CH3:16]. The catalyst class is: 8. (2) Reactant: [I:1][C:2]1[CH:8]=[CH:7][CH:6]=[CH:5][C:3]=1[NH2:4].[CH2:9]([O:11][C:12](=[O:23])[C:13](=[CH:19]OCC)[C:14]([O:16][CH2:17][CH3:18])=[O:15])[CH3:10]. Product: [CH2:9]([O:11][C:12](=[O:23])[C:13](=[CH:19][NH:4][C:3]1[CH:5]=[CH:6][CH:7]=[CH:8][C:2]=1[I:1])[C:14]([O:16][CH2:17][CH3:18])=[O:15])[CH3:10]. The catalyst class is: 4.